From a dataset of Full USPTO retrosynthesis dataset with 1.9M reactions from patents (1976-2016). Predict the reactants needed to synthesize the given product. (1) Given the product [NH2:21][C:18]1[CH:19]=[CH:20][C:15]([C:8]2[CH:7]=[C:6]([NH:5][CH2:4][C:3]3[CH:24]=[CH:25][C:26]([Cl:28])=[CH:27][C:2]=3[Cl:1])[N:11]3[N:12]=[CH:13][CH:14]=[C:10]3[N:9]=2)=[CH:16][CH:17]=1, predict the reactants needed to synthesize it. The reactants are: [Cl:1][C:2]1[CH:27]=[C:26]([Cl:28])[CH:25]=[CH:24][C:3]=1[CH2:4][NH:5][C:6]1[N:11]2[N:12]=[CH:13][CH:14]=[C:10]2[N:9]=[C:8]([C:15]2[CH:20]=[CH:19][C:18]([N+:21]([O-])=O)=[CH:17][CH:16]=2)[CH:7]=1.C(=O)(O)[O-].[Na+]. (2) Given the product [Cl:8][C:9]1[CH:14]=[CH:13][CH:12]=[CH:11][C:10]=1[C:15]1[C:19]([C:20]([O:40]/[N:41]=[C:42](/[C:44]2[CH:52]=[CH:51][C:47]3[O:48][CH2:49][O:50][C:46]=3[CH:45]=2)\[NH2:43])=[O:21])=[C:18]([C:23]2[CH:28]=[CH:27][CH:26]=[CH:25][CH:24]=2)[O:17][N:16]=1, predict the reactants needed to synthesize it. The reactants are: C(N(CC)CC)C.[Cl:8][C:9]1[CH:14]=[CH:13][CH:12]=[CH:11][C:10]=1[C:15]1[C:19]([C:20](Cl)=[O:21])=[C:18]([C:23]2[CH:28]=[CH:27][CH:26]=[CH:25][CH:24]=2)[O:17][N:16]=1.CC1C=CC=C(C)C=1C(Cl)=O.[OH:40][N:41]=[C:42]([C:44]1[CH:52]=[CH:51][C:47]2[O:48][CH2:49][O:50][C:46]=2[CH:45]=1)[NH2:43]. (3) Given the product [F:15][C:8]1[C:7]([CH3:16])=[C:6]([C:11]([N+:12]([O-:14])=[O:13])=[CH:10][CH:9]=1)[NH2:5], predict the reactants needed to synthesize it. The reactants are: ClCC([NH:5][C:6]1[C:11]([N+:12]([O-:14])=[O:13])=[CH:10][CH:9]=[C:8]([F:15])[C:7]=1[CH3:16])=O.[OH-].[Na+].O1CCCC1.